From a dataset of Reaction yield outcomes from USPTO patents with 853,638 reactions. Predict the reaction yield, written as a fraction of the theoretical maximum amount of product (1.0 means a 100% yield; for example, 0.34 means a 34% yield). The reactants are I[C:2]1[C:7]([O:8][C:9]2[C:18]3[C:13](=[CH:14][C:15]([O:21][CH3:22])=[C:16]([O:19][CH3:20])[CH:17]=3)[N:12]=[CH:11][CH:10]=2)=[CH:6][CH:5]=[C:4]([CH3:23])[N:3]=1.[Cl:24][C:25]1[CH:26]=[C:27](B(O)O)[CH:28]=[CH:29][CH:30]=1.C(=O)([O-])O.[Na+]. The catalyst is C1(C)C=CC=CC=1. The product is [Cl:24][C:25]1[CH:30]=[C:29]([C:2]2[C:7]([O:8][C:9]3[C:18]4[C:13](=[CH:14][C:15]([O:21][CH3:22])=[C:16]([O:19][CH3:20])[CH:17]=4)[N:12]=[CH:11][CH:10]=3)=[CH:6][CH:5]=[C:4]([CH3:23])[N:3]=2)[CH:28]=[CH:27][CH:26]=1. The yield is 0.730.